Predict which catalyst facilitates the given reaction. From a dataset of Catalyst prediction with 721,799 reactions and 888 catalyst types from USPTO. (1) Reactant: [C:1]([OH:8])(=[O:7])/[CH:2]=[CH:3]/[C:4]([OH:6])=[O:5].O.CN(CCOC1C=CC(C[CH:26]2[S:30][C:29](=[O:31])[NH:28][C:27]2=[O:32])=CC=1)C1C=CC=CN=1. Product: [C:1]([OH:8])(=[O:7])/[CH:2]=[CH:3]/[C:4]([OH:6])=[O:5].[S:30]1[CH2:26][C:27](=[O:32])[NH:28][C:29]1=[O:31]. The catalyst class is: 10. (2) Product: [CH3:1][C:2]([CH3:22])([CH3:21])[CH2:3][C:4]1[N:9]=[C:8]([CH2:10][O:11][C:24]2[N:29]=[C:28]([CH3:30])[N:27]=[C:26]([CH:31]=[CH:32][C:33]([OH:35])=[O:34])[CH:25]=2)[CH:7]=[CH:6][C:5]=1[C:12]1[CH:17]=[C:16]([O:18][CH3:19])[CH:15]=[CH:14][C:13]=1[F:20]. The catalyst class is: 1. Reactant: [CH3:1][C:2]([CH3:22])([CH3:21])[CH2:3][C:4]1[N:9]=[C:8]([CH2:10][OH:11])[CH:7]=[CH:6][C:5]=1[C:12]1[CH:17]=[C:16]([O:18][CH3:19])[CH:15]=[CH:14][C:13]=1[F:20].Cl[C:24]1[N:29]=[C:28]([CH3:30])[N:27]=[C:26]([CH:31]=[CH:32][C:33]([O:35]C)=[O:34])[CH:25]=1.[H-].[Na+].Cl. (3) Reactant: [CH2:1]([O:3][C:4]1[CH:5]=[C:6]([C:13]([O:21]C)(OC)[CH2:14][CH2:15][C:16]([O-:18])=O)[CH:7]=[CH:8][C:9]=1[O:10][CH2:11][CH3:12])[CH3:2].[K+].ClC1C=C(Cl)C=C(Cl)C=1C(Cl)=O.[Br:36][C:37]1[CH:38]=[C:39]2[C:44](=[CH:45][CH:46]=1)[N:43]=[C:42]([NH2:47])[CH:41]=[C:40]2[C:48]1[CH:53]=[CH:52][C:51]([CH3:54])=[CH:50][CH:49]=1.Cl. Product: [Br:36][C:37]1[CH:38]=[C:39]2[C:44](=[CH:45][CH:46]=1)[N:43]=[C:42]([NH:47][C:16](=[O:18])[CH2:15][CH2:14][C:13]([C:6]1[CH:7]=[CH:8][C:9]([O:10][CH2:11][CH3:12])=[C:4]([O:3][CH2:1][CH3:2])[CH:5]=1)=[O:21])[CH:41]=[C:40]2[C:48]1[CH:53]=[CH:52][C:51]([CH3:54])=[CH:50][CH:49]=1. The catalyst class is: 531. (4) Reactant: [Cl:1][C:2]1[CH:3]=[C:4]2[C:8](=[CH:9][CH:10]=1)[NH:7][CH:6]=[C:5]2[CH2:11][CH2:12][NH:13][C:14](=[O:23])[C:15]1[CH:20]=[CH:19][C:18]([CH2:21]Cl)=[CH:17][CH:16]=1.[C:24]([C:26]1[CH:31]=[CH:30][CH:29]=[CH:28][C:27]=1B(O)O)#[N:25].C(=O)([O-])[O-].[Na+].[Na+].[I-].[Na+]. Product: [Cl:1][C:2]1[CH:3]=[C:4]2[C:8](=[CH:9][CH:10]=1)[NH:7][CH:6]=[C:5]2[CH2:11][CH2:12][NH:13][C:14](=[O:23])[C:15]1[CH:20]=[CH:19][C:18]([CH2:21][C:27]2[CH:28]=[CH:29][CH:30]=[CH:31][C:26]=2[C:24]#[N:25])=[CH:17][CH:16]=1. The catalyst class is: 437. (5) Reactant: [CH3:1][O:2][C:3](=[O:26])[C:4]1[CH:9]=[CH:8][C:7]([O:10][CH2:11][CH2:12][NH:13][C:14]([C:16]2[O:17][C:18]3C=CC=[CH:22][C:19]=3[C:20]=2C)=[O:15])=[CH:6][CH:5]=1.N([C:34]([CH3:38])([CH3:37])[C:35]#N)=N[C:34]([CH3:38])([CH3:37])[C:35]#N.[Br:39]N1C(=O)CCC1=O. Product: [CH3:1][O:2][C:3](=[O:26])[C:4]1[CH:9]=[CH:8][C:7]([O:10][CH2:11][CH2:12][NH:13][C:14]([C:16]2[O:17][C:18]3[CH:19]=[CH:22][CH:35]=[C:34]([CH3:37])[C:38]=3[C:20]=2[Br:39])=[O:15])=[CH:6][CH:5]=1. The catalyst class is: 159. (6) Reactant: [N:1]1([CH2:7][C:8]2[CH:9]=[C:10]([CH:39]=[CH:40][CH:41]=2)[C:11]([O:13][C:14]2[CH:15]=[CH:16][C:17]3[C:23]4[C:24]([O:32][CH3:33])=[C:25]([O:30][CH3:31])[C:26]([O:28][CH3:29])=[CH:27][C:22]=4[CH2:21][CH2:20][C@H:19]([NH:34][C:35](=[O:37])[CH3:36])[C:18]=3[CH:38]=2)=[O:12])[CH2:6][CH2:5][NH:4][CH2:3][CH2:2]1.C[Si]([N:46]=[C:47]=[O:48])(C)C. Product: [C:47]([N:4]1[CH2:3][CH2:2][N:1]([CH2:7][C:8]2[CH:9]=[C:10]([CH:39]=[CH:40][CH:41]=2)[C:11]([O:13][C:14]2[CH:15]=[CH:16][C:17]3[C:23]4[C:24]([O:32][CH3:33])=[C:25]([O:30][CH3:31])[C:26]([O:28][CH3:29])=[CH:27][C:22]=4[CH2:21][CH2:20][C@H:19]([NH:34][C:35](=[O:37])[CH3:36])[C:18]=3[CH:38]=2)=[O:12])[CH2:6][CH2:5]1)(=[O:48])[NH2:46]. The catalyst class is: 4. (7) Reactant: Br[CH2:2][CH2:3][O:4][CH3:5].[F:6][C:7]1[CH:8]=[CH:9][C:10]([N+:14]([O-:16])=[O:15])=[C:11]([OH:13])[CH:12]=1.C(=O)([O-])[O-].[K+].[K+]. Product: [F:6][C:7]1[CH:8]=[CH:9][C:10]([N+:14]([O-:16])=[O:15])=[C:11]([O:13][CH2:2][CH2:3][O:4][CH3:5])[CH:12]=1. The catalyst class is: 18.